From a dataset of Experimental lipophilicity measurements (octanol/water distribution) for 4,200 compounds from AstraZeneca. Regression/Classification. Given a drug SMILES string, predict its absorption, distribution, metabolism, or excretion properties. Task type varies by dataset: regression for continuous measurements (e.g., permeability, clearance, half-life) or binary classification for categorical outcomes (e.g., BBB penetration, CYP inhibition). For this dataset (lipophilicity_astrazeneca), we predict Y. (1) The compound is c1ccc(CC2NCCc3ccccc32)cc1. The Y is 1.89 logD. (2) The compound is COc1ccc2ncc(=O)n(CCN3CC[C@H](NCc4cc5c(cn4)OCCO5)[C@@H](OC)C3)c2c1. The Y is 1.25 logD. (3) The molecule is CC(C)C[C@H](CO)Nc1nc(SCc2cccc(C#N)c2)nc2nc(N)sc12. The Y is 3.90 logD. (4) The drug is Cc1onc(CO)c1C(=O)Nc1nccs1. The Y is 1.53 logD. (5) The molecule is O=C(C1CCN(c2nnc(-n3cccc3)s2)CC1)N1CCc2ccccc2C1. The Y is 3.70 logD.